The task is: Predict the reactants needed to synthesize the given product.. This data is from Full USPTO retrosynthesis dataset with 1.9M reactions from patents (1976-2016). (1) Given the product [C:2]([NH:8][C@@H:9]([C:14]([OH:16])=[O:15])[C@@H:10]([CH2:12][CH3:13])[CH3:11])(=[O:3])[NH2:1], predict the reactants needed to synthesize it. The reactants are: [NH:1]1CC(=O)N[C:2]1=[O:3].[NH2:8][C@@H:9]([C:14]([OH:16])=[O:15])[C@@H:10]([CH2:12][CH3:13])[CH3:11].N1CC(=O)NC1=O.N[C@H](C(O)=O)[C@@H](CC)C. (2) Given the product [CH:36]1([N:19]2[C:20]3[C:25](=[CH:24][CH:23]=[CH:22][CH:21]=3)[C:15]3([CH2:14][CH2:13][N:12]([C:10](=[O:11])[CH2:9][O:8][C:7]4[CH:27]=[CH:28][CH:29]=[CH:30][C:6]=4[C:5]([F:31])([F:4])[F:32])[CH2:17][CH2:16]3)[C:18]2=[O:26])[CH2:37][CH2:38]1, predict the reactants needed to synthesize it. The reactants are: C(Cl)Cl.[F:4][C:5]([F:32])([F:31])[C:6]1[CH:30]=[CH:29][CH:28]=[CH:27][C:7]=1[O:8][CH2:9][C:10]([N:12]1[CH2:17][CH2:16][C:15]2([C:25]3[C:20](=[CH:21][CH:22]=[CH:23][CH:24]=3)[NH:19][C:18]2=[O:26])[CH2:14][CH2:13]1)=[O:11].N1[CH:38]=[CH:37][CH:36]=CC=1.C1([Bi+2])CC1. (3) Given the product [Cl:16][C:10]1[CH:11]=[C:12]([Cl:15])[CH:13]=[CH:14][C:9]=1[S:6]([NH:5][CH2:4][CH:3]([OH:17])[CH2:2][NH:1][C:23](=[O:24])[O:22][C:18]([CH3:21])([CH3:20])[CH3:19])(=[O:7])=[O:8], predict the reactants needed to synthesize it. The reactants are: [NH2:1][CH2:2][CH:3]([OH:17])[CH2:4][NH:5][S:6]([C:9]1[CH:14]=[CH:13][C:12]([Cl:15])=[CH:11][C:10]=1[Cl:16])(=[O:8])=[O:7].[C:18]([O:22][C:23](O[C:23]([O:22][C:18]([CH3:21])([CH3:20])[CH3:19])=[O:24])=[O:24])([CH3:21])([CH3:20])[CH3:19]. (4) Given the product [CH:26]1([CH2:25][C@H:20]([NH:19][C:15]([C:7]2[CH:6]=[N:5][C:4]([CH:1]3[CH2:2][CH2:3]3)=[C:9]([O:10][CH2:11][CH:12]3[CH2:13][CH2:14]3)[N:8]=2)=[O:17])[C:21](=[O:22])[NH:23][CH3:24])[CH2:28][CH2:27]1, predict the reactants needed to synthesize it. The reactants are: [CH:1]1([C:4]2[N:5]=[CH:6][C:7]([C:15]([OH:17])=O)=[N:8][C:9]=2[O:10][CH2:11][CH:12]2[CH2:14][CH2:13]2)[CH2:3][CH2:2]1.Cl.[NH2:19][C@@H:20]([CH2:25][CH:26]1[CH2:28][CH2:27]1)[C:21]([NH:23][CH3:24])=[O:22].